Regression. Given a peptide amino acid sequence and an MHC pseudo amino acid sequence, predict their binding affinity value. This is MHC class II binding data. From a dataset of Peptide-MHC class II binding affinity with 134,281 pairs from IEDB. The peptide sequence is SQDLELSWNLNGLQPY. The MHC is HLA-DQA10101-DQB10501 with pseudo-sequence HLA-DQA10101-DQB10501. The binding affinity (normalized) is 0.848.